This data is from Forward reaction prediction with 1.9M reactions from USPTO patents (1976-2016). The task is: Predict the product of the given reaction. (1) Given the reactants Cl[CH2:2][CH2:3][CH2:4][N:5]1[C:10](=[O:11])[CH2:9][S:8][C:7]2[CH:12]=[CH:13][N:14]=[CH:15][C:6]1=2.C([O-])([O-])=O.[K+].[K+].[Na+].[I-].[CH2:24]([CH:28]1[CH2:33][CH2:32][NH:31][CH2:30][CH2:29]1)[CH2:25][CH2:26][CH3:27], predict the reaction product. The product is: [CH2:24]([CH:28]1[CH2:33][CH2:32][N:31]([CH2:2][CH2:3][CH2:4][N:5]2[C:10](=[O:11])[CH2:9][S:8][C:7]3[CH:12]=[CH:13][N:14]=[CH:15][C:6]2=3)[CH2:30][CH2:29]1)[CH2:25][CH2:26][CH3:27]. (2) Given the reactants C1N=CN(C(N2C=NC=C2)=O)C=1.[C:13]1([C:19]#[C:20][C:21]2[S:22][C:23]([C:26]([OH:28])=O)=[CH:24][N:25]=2)[CH:18]=[CH:17][CH:16]=[CH:15][CH:14]=1.[NH:29]1[CH2:34][CH2:33][CH2:32][CH2:31][CH2:30]1.FC(F)(F)C(O)=O, predict the reaction product. The product is: [C:13]1([C:19]#[C:20][C:21]2[S:22][C:23]([C:26]([N:29]3[CH2:34][CH2:33][CH2:32][CH2:31][CH2:30]3)=[O:28])=[CH:24][N:25]=2)[CH:14]=[CH:15][CH:16]=[CH:17][CH:18]=1. (3) Given the reactants C([O-])=O.[NH4+].C([O:12][C:13]1[CH:43]=[CH:42][C:16]([C:17]([NH:19][CH:20]([CH3:41])[C:21](=[O:40])[N:22]2[CH2:27][CH2:26][N:25]([C:28](=[O:39])[C:29]3[CH:34]=[CH:33][CH:32]=[CH:31][C:30]=3[C:35]([F:38])([F:37])[F:36])[CH2:24][CH2:23]2)=[O:18])=[CH:15][CH:14]=1)C1C=CC=CC=1, predict the reaction product. The product is: [OH:12][C:13]1[CH:14]=[CH:15][C:16]([C:17]([NH:19][CH:20]([CH3:41])[C:21](=[O:40])[N:22]2[CH2:27][CH2:26][N:25]([C:28](=[O:39])[C:29]3[CH:34]=[CH:33][CH:32]=[CH:31][C:30]=3[C:35]([F:38])([F:37])[F:36])[CH2:24][CH2:23]2)=[O:18])=[CH:42][CH:43]=1. (4) Given the reactants C[O:2][C:3](=O)[C:4]1[CH:9]=[CH:8][C:7]([N:10]2[CH:14]=[C:13]([C:15]3[C:16]([C:24]4[CH:29]=[CH:28][C:27]([F:30])=[CH:26][CH:25]=4)=[N:17][O:18][C:19]=3[C:20]([F:23])([F:22])[F:21])[N:12]=[CH:11]2)=[CH:6][CH:5]=1.[NH:32]1[CH2:37][CH2:36][S:35](=[O:39])(=[O:38])[CH2:34][CH2:33]1, predict the reaction product. The product is: [O:38]=[S:35]1(=[O:39])[CH2:36][CH2:37][N:32]([C:3]([C:4]2[CH:5]=[CH:6][C:7]([N:10]3[CH:14]=[C:13]([C:15]4[C:16]([C:24]5[CH:29]=[CH:28][C:27]([F:30])=[CH:26][CH:25]=5)=[N:17][O:18][C:19]=4[C:20]([F:21])([F:22])[F:23])[N:12]=[CH:11]3)=[CH:8][CH:9]=2)=[O:2])[CH2:33][CH2:34]1. (5) The product is: [Cl:1][C:2]1[CH:41]=[CH:40][CH:39]=[C:38]([Cl:42])[C:3]=1[C:4]([NH:6][C@H:7]([C:34]([O:36][CH3:37])=[O:35])[CH2:8][C:9]1[CH:10]=[CH:11][C:12]([CH2:15][CH2:16][CH2:17][CH2:18][NH:19][C:28]2[CH:33]=[CH:32][CH:31]=[CH:30][N:29]=2)=[CH:13][CH:14]=1)=[O:5]. Given the reactants [Cl:1][C:2]1[CH:41]=[CH:40][CH:39]=[C:38]([Cl:42])[C:3]=1[C:4]([NH:6][C@H:7]([C:34]([O:36][CH3:37])=[O:35])[CH2:8][C:9]1[CH:14]=[CH:13][C:12]([CH2:15][CH2:16][CH2:17][CH2:18][N:19]([C:28]2[CH:33]=[CH:32][CH:31]=[CH:30][N:29]=2)C(OCC(Cl)(Cl)Cl)=O)=[CH:11][CH:10]=1)=[O:5].O.C(O)(=O)C.C(OCC)(=O)C, predict the reaction product. (6) The product is: [NH2:9][C:3]1[N:4]=[CH:5][N:6]=[C:7]([O:10][CH2:11][CH:12]2[CH2:13][CH2:14][N:15]([C:18](=[O:20])[C:41]#[C:42][CH3:43])[CH2:16][CH2:17]2)[C:2]=1[C:29]1[CH:30]=[CH:31][C:26]([O:25][C:32]2[CH:37]=[CH:36][CH:35]=[CH:34][CH:33]=2)=[CH:27][CH:28]=1. Given the reactants Cl[C:2]1[C:3]([NH2:9])=[N:4][CH:5]=[N:6][C:7]=1Cl.[OH:10][CH2:11][CH:12]1[CH2:17][CH2:16][N:15]([C:18]([O:20]C(C)(C)C)=O)[CH2:14][CH2:13]1.[O:25]([C:32]1[CH:37]=[CH:36][C:35](B(O)O)=[CH:34][CH:33]=1)[C:26]1[CH:31]=[CH:30][CH:29]=[CH:28][CH:27]=1.[C:41](O)(=O)[C:42]#[C:43]C, predict the reaction product. (7) Given the reactants F[P-](F)(F)(F)(F)F.[N:8]1(O[P+](N2CCCC2)(N2CCCC2)N2CCCC2)[C:12]2[CH:13]=[CH:14][CH:15]=[CH:16][C:11]=2N=N1.[OH2:34].[OH:34]N1[C:39]2[CH:44]=[CH:43][CH:43]=[CH:44][C:39]=2N=N1.[Cl-].[NH4+:46].[CH2:47](N(C(C)C)C(C)C)C.[C:56]([O:59]CC)(=[O:58])C, predict the reaction product. The product is: [NH2:46][C:14]([C@H:15]1[CH2:16][CH2:11][C@@H:12]([NH:8][C:56](=[O:58])[O:59][C:44]([CH3:43])([CH3:39])[CH3:47])[CH2:13]1)=[O:34]. (8) Given the reactants C([N:5]1[C:14](=[O:15])[C:13]2[C:8](=[CH:9][CH:10]=[C:11]([Cl:16])[CH:12]=2)[NH:7][C:6]1=[O:17])(C)(C)C.O([CH2:26][C:27]([F:30])([F:29])[F:28])S(C(F)(F)F)(=O)=O.C(=O)([O-])[O-].[K+].[K+], predict the reaction product. The product is: [Cl:16][C:11]1[CH:12]=[C:13]2[C:8](=[CH:9][CH:10]=1)[N:7]([CH2:26][C:27]([F:30])([F:29])[F:28])[C:6](=[O:17])[NH:5][C:14]2=[O:15]. (9) Given the reactants [NH2:1][CH2:2][CH2:3][CH2:4][O:5][C:6]1[CH:7]=[C:8]([C:12]2[CH:17]=[CH:16][C:15]([CH2:18][NH:19][C:20]3[N:21]([C:31]4[N:32]=[CH:33][N:34]=[C:35]([NH2:38])[C:36]=4[N:37]=3)[C@@H:22]3[O:30][C@H:27]([CH2:28][OH:29])[C@@H:25]([OH:26])[C@H:23]3[OH:24])=[CH:14][CH:13]=2)[CH:9]=[CH:10][CH:11]=1.C(OC([NH:49][C:50](N1C=CC=N1)=[NH:51])=O)C1C=CC=CC=1, predict the reaction product. The product is: [NH:1]([CH2:2][CH2:3][CH2:4][O:5][C:6]1[CH:7]=[C:8]([C:12]2[CH:17]=[CH:16][C:15]([CH2:18][NH:19][C:20]3[N:21]([C:31]4[N:32]=[CH:33][N:34]=[C:35]([NH2:38])[C:36]=4[N:37]=3)[C@@H:22]3[O:30][C@H:27]([CH2:28][OH:29])[C@@H:25]([OH:26])[C@H:23]3[OH:24])=[CH:14][CH:13]=2)[CH:9]=[CH:10][CH:11]=1)[C:50]([NH2:51])=[NH:49].